Dataset: Reaction yield outcomes from USPTO patents with 853,638 reactions. Task: Predict the reaction yield, written as a fraction of the theoretical maximum amount of product (1.0 means a 100% yield; for example, 0.34 means a 34% yield). (1) The reactants are [Br:1][C:2]1[CH:7]=[CH:6][C:5]([CH2:8][C:9]([OH:11])=[O:10])=[CH:4][CH:3]=1.[C:12]1(C)C=CC(S(O)(=O)=O)=C[CH:13]=1. The catalyst is C(O)C. The yield is 0.740. The product is [Br:1][C:2]1[CH:3]=[CH:4][C:5]([CH2:8][C:9]([O:11][CH2:12][CH3:13])=[O:10])=[CH:6][CH:7]=1. (2) The reactants are [CH2:1]([O:3][C:4]([C:6]1([C:9]2[CH:14]=[CH:13][C:12]([C:15]3[CH:20]=[CH:19][C:18]([C:21]4[S:22][C:23]([Cl:29])=[CH:24][C:25]=4C(=O)N)=[CH:17][CH:16]=3)=[CH:11][CH:10]=2)[CH2:8][CH2:7]1)=[O:5])[CH3:2].[Cl:30][C:31]1[CH:36]=[CH:35][CH:34]=[CH:33][C:32]=1[C@H:37]([OH:39])[CH3:38].[N:40]1[CH:45]=CC=CC=1.FC(F)(F)C(OI(C1C=CC=CC=1)OC(=O)C(F)(F)F)=[O:49]. The catalyst is C1(C)C=CC=CC=1.O. The product is [CH2:1]([O:3][C:4]([C:6]1([C:9]2[CH:10]=[CH:11][C:12]([C:15]3[CH:16]=[CH:17][C:18]([C:21]4[S:22][C:23]([Cl:29])=[CH:24][C:25]=4[NH:40][C:45]([O:39][C@@H:37]([C:32]4[CH:33]=[CH:34][CH:35]=[CH:36][C:31]=4[Cl:30])[CH3:38])=[O:49])=[CH:19][CH:20]=3)=[CH:13][CH:14]=2)[CH2:8][CH2:7]1)=[O:5])[CH3:2]. The yield is 0.840. (3) The yield is 0.880. The reactants are [CH3:1][C:2]([O:5][C:6]([NH:8][CH:9]1[CH2:18][CH2:17][C:16]2[N:15]=[C:14]([N:19]3[C:24](=[O:25])[CH2:23][N:22](C(OCC4C=CC=CC=4)=O)[C:21]4[CH:36]=[CH:37][C:38]([O:40][CH3:41])=[N:39][C:20]3=4)[N:13]=[CH:12][C:11]=2[CH2:10]1)=[O:7])([CH3:4])[CH3:3].[H][H]. The product is [CH3:41][O:40][C:38]1[CH:37]=[CH:36][C:21]2[NH:22][CH2:23][C:24](=[O:25])[N:19]([C:14]3[N:13]=[CH:12][C:11]4[CH2:10][CH:9]([NH:8][C:6](=[O:7])[O:5][C:2]([CH3:1])([CH3:4])[CH3:3])[CH2:18][CH2:17][C:16]=4[N:15]=3)[C:20]=2[N:39]=1. The catalyst is C(OCC)(=O)C.[Pd].